This data is from Reaction yield outcomes from USPTO patents with 853,638 reactions. The task is: Predict the reaction yield, written as a fraction of the theoretical maximum amount of product (1.0 means a 100% yield; for example, 0.34 means a 34% yield). (1) The reactants are [C:1]([C:4]1[CH:9]=[C:8]([Cl:10])[CH:7]=[CH:6][C:5]=1[NH:11][S:12]([C:15]([F:18])([F:17])[F:16])(=[O:14])=[O:13])(=O)[CH3:2].Cl.[F:20][C:21]1[CH:26]=[CH:25][C:24]([O:27][NH2:28])=[CH:23][CH:22]=1.CC([O-])=O.[Na+]. The catalyst is CCO. The product is [Cl:10][C:8]1[CH:7]=[CH:6][C:5]([NH:11][S:12]([C:15]([F:18])([F:17])[F:16])(=[O:14])=[O:13])=[C:4]([C:1](=[N:28][O:27][C:24]2[CH:25]=[CH:26][C:21]([F:20])=[CH:22][CH:23]=2)[CH3:2])[CH:9]=1. The yield is 0.960. (2) The reactants are [NH2:1][C:2]1[CH:3]=[C:4]([CH:7]=[CH:8][C:9]=1[O:10][CH3:11])[CH:5]=O.C([CH2:15][S:16]([CH2:19][S:20]([CH2:23][C:24](O)=O)(=[O:22])=[O:21])(=[O:18])=[O:17])(O)=O.[C:27]([OH:30])(=O)[CH3:28]. No catalyst specified. The product is [NH2:1][C:2]1[CH:3]=[C:4]([CH:7]=[CH:8][C:9]=1[O:10][CH3:11])/[CH:5]=[CH:15]/[S:16]([CH2:19][S:20](/[CH:23]=[CH:24]/[C:3]1[CH:4]=[CH:28][C:27]([OH:30])=[C:9]([O:10][CH3:11])[CH:2]=1)(=[O:21])=[O:22])(=[O:17])=[O:18]. The yield is 0.620. (3) The reactants are [CH3:1][O:2][C:3]1[N:8]=[C:7]([CH3:9])[C:6]([NH2:10])=[CH:5][CH:4]=1.[C:11](Cl)(Cl)=[S:12]. The yield is 0.410. The product is [N:10]([C:6]1[C:7]([CH3:9])=[N:8][C:3]([O:2][CH3:1])=[CH:4][CH:5]=1)=[C:11]=[S:12]. The catalyst is O1CCCC1.C(=O)([O-])O.[Na+].